From a dataset of Cav3 T-type calcium channel HTS with 100,875 compounds. Binary Classification. Given a drug SMILES string, predict its activity (active/inactive) in a high-throughput screening assay against a specified biological target. (1) The compound is O(CC(=O)c1ccc(CC)cc1)C(=O)CNC(=O)CNC(=O)Cc1ccccc1. The result is 0 (inactive). (2) The compound is O=C1N(C(=C(C(N1)c1ccccc1)C(OC)=O)C)CCOC. The result is 0 (inactive). (3) The compound is O1C2(NC(=O)C(C(C2)c2c1cccc2)C(=O)NCc1ccccc1)C. The result is 0 (inactive). (4) The molecule is Clc1c(NC(=O)CSc2n(Cc3occc3)c(nn2)c2ccncc2)c(cc(c1)C)C. The result is 0 (inactive). (5) The compound is Clc1cc(S(=O)(=O)c2c3[nH]c4c([nH]c3n(\N=C\C3=CC(=O)C(=O)C=C3)c2N)cccc4)ccc1. The result is 0 (inactive).